This data is from Full USPTO retrosynthesis dataset with 1.9M reactions from patents (1976-2016). The task is: Predict the reactants needed to synthesize the given product. (1) The reactants are: FC(F)(F)C(O)=O.[CH:8]1([N:14]2[CH2:20][CH:19]([CH3:21])[C:18](=[O:22])[NH:17][C:16]3[CH:23]=[N:24][C:25]([NH:27][C:28]4[CH:43]=[CH:42][C:31]([C:32]([NH:34][CH:35]5[CH2:40][CH2:39][N:38]([CH3:41])[CH2:37][CH2:36]5)=[O:33])=[CH:30][C:29]=4[O:44][CH3:45])=[N:26][C:15]2=3)[CH2:13][CH2:12][CH2:11][CH2:10][CH2:9]1.C(=O)([O-])[O-]. Given the product [CH:8]1([N:14]2[CH2:20][CH:19]([CH3:21])[C:18](=[O:22])[NH:17][C:16]3[CH:23]=[N:24][C:25]([NH:27][C:28]4[CH:43]=[CH:42][C:31]([C:32]([NH:34][CH:35]5[CH2:40][CH2:39][N:38]([CH3:41])[CH2:37][CH2:36]5)=[O:33])=[CH:30][C:29]=4[O:44][CH3:45])=[N:26][C:15]2=3)[CH2:9][CH2:10][CH2:11][CH2:12][CH2:13]1, predict the reactants needed to synthesize it. (2) The reactants are: Br[C:2]1[CH:3]=[C:4]([NH:14][C:15](=[O:22])[C:16]2[CH:21]=[CH:20][CH:19]=[N:18][CH:17]=2)[CH:5]=[N:6][C:7]=1[O:8][CH2:9][C:10]([F:13])([F:12])[F:11].C1(C)C=CC=CC=1.[Cl:30][C:31]1[CH:36]=[CH:35][C:34](B(O)O)=[CH:33][C:32]=1[CH3:40].C(=O)([O-])[O-].[Na+].[Na+]. Given the product [Cl:30][C:31]1[CH:36]=[CH:35][C:34]([C:2]2[CH:3]=[C:4]([NH:14][C:15](=[O:22])[C:16]3[CH:21]=[CH:20][CH:19]=[N:18][CH:17]=3)[CH:5]=[N:6][C:7]=2[O:8][CH2:9][C:10]([F:13])([F:12])[F:11])=[CH:33][C:32]=1[CH3:40], predict the reactants needed to synthesize it.